This data is from Full USPTO retrosynthesis dataset with 1.9M reactions from patents (1976-2016). The task is: Predict the reactants needed to synthesize the given product. Given the product [Cl:1][C:2]1[CH:3]=[C:4]([NH:9][C:10]2[C:19]3[C:14](=[CH:15][C:16]([O:32][CH2:33][CH2:34][O:35][CH3:36])=[C:17]([NH:20][C:21](=[O:31])/[CH:22]=[CH:60]/[C@H:56]4[CH2:57][CH2:58][CH2:59][N:55]4[CH3:54])[CH:18]=3)[N:13]=[CH:12][N:11]=2)[CH:5]=[CH:6][C:7]=1[F:8], predict the reactants needed to synthesize it. The reactants are: [Cl:1][C:2]1[CH:3]=[C:4]([NH:9][C:10]2[C:19]3[C:14](=[CH:15][C:16]([O:32][CH2:33][CH2:34][O:35][CH3:36])=[C:17]([NH:20][C:21](=[O:31])[CH2:22]P(OCC)(OCC)=O)[CH:18]=3)[N:13]=[CH:12][N:11]=2)[CH:5]=[CH:6][C:7]=1[F:8].C[Si]([N-][Si](C)(C)C)(C)C.[Li+].C1(C)C=CC=CC=1.[CH3:54][N:55]1[CH2:59][CH2:58][CH2:57][C@@H:56]1[CH:60]=O.